Dataset: Forward reaction prediction with 1.9M reactions from USPTO patents (1976-2016). Task: Predict the product of the given reaction. (1) Given the reactants [CH2:1]([O:3][C:4]([CH2:6][C:7]1[C:15](=O)[N:14]2[C:10]([NH:11][C:12]3[CH:20]=[CH:19][CH:18]=[CH:17][C:13]=32)=[C:9]([C:21]#[N:22])[C:8]=1[CH3:23])=[O:5])[CH3:2].P(Cl)(Cl)([Cl:26])=O, predict the reaction product. The product is: [Cl:26][C:15]1[N:14]2[C:10](=[N:11][C:12]3[CH:20]=[CH:19][CH:18]=[CH:17][C:13]=32)[C:9]([C:21]#[N:22])=[C:8]([CH3:23])[C:7]=1[CH2:6][C:4]([O:3][CH2:1][CH3:2])=[O:5]. (2) Given the reactants [CH3:1][O:2][C:3]1[CH:8]=[C:7]([O:9][CH3:10])[N:6]=[C:5]([CH:11](SC)[C:12]2[C:17]([NH:18][S:19]([CH:22]([F:24])[F:23])(=[O:21])=[O:20])=[C:16]([O:25][CH3:26])[C:15]([F:27])=[CH:14][CH:13]=2)[N:4]=1.[OH:30]O, predict the reaction product. The product is: [CH3:1][O:2][C:3]1[CH:8]=[C:7]([O:9][CH3:10])[N:6]=[C:5]([C:11]([C:12]2[C:17]([NH:18][S:19]([CH:22]([F:24])[F:23])(=[O:21])=[O:20])=[C:16]([O:25][CH3:26])[C:15]([F:27])=[CH:14][CH:13]=2)=[O:30])[N:4]=1. (3) Given the reactants Cl[C:2]1[N:6]([CH3:7])[N:5]=[C:4]([CH3:8])[C:3]=1[C:9]#[N:10].[CH3:11][O-:12].[Na+], predict the reaction product. The product is: [CH3:11][O:12][C:2]1[N:6]([CH3:7])[N:5]=[C:4]([CH3:8])[C:3]=1[C:9]#[N:10].